This data is from Full USPTO retrosynthesis dataset with 1.9M reactions from patents (1976-2016). The task is: Predict the reactants needed to synthesize the given product. (1) Given the product [F:1][C:2]1[CH:3]=[CH:4][C:5]([O:28][CH3:29])=[C:6]([C:8]2[CH:13]=[CH:12][N:11]=[C:10]3[N:14]([S:18]([C:21]4[CH:27]=[CH:26][C:24]([CH3:25])=[CH:23][CH:22]=4)(=[O:20])=[O:19])[C:15]([C:42]4[CH2:41][N:40]([C:43]([O:45][C:46]([CH3:49])([CH3:48])[CH3:47])=[O:44])[CH2:39][CH:38]=4)=[CH:16][C:9]=23)[CH:7]=1, predict the reactants needed to synthesize it. The reactants are: [F:1][C:2]1[CH:3]=[CH:4][C:5]([O:28][CH3:29])=[C:6]([C:8]2[CH:13]=[CH:12][N:11]=[C:10]3[N:14]([S:18]([C:21]4[CH:27]=[CH:26][C:24]([CH3:25])=[CH:23][CH:22]=4)(=[O:20])=[O:19])[C:15](I)=[CH:16][C:9]=23)[CH:7]=1.CC1(C)C(C)(C)OB([C:38]2[CH2:39][N:40]([C:43]([O:45][C:46]([CH3:49])([CH3:48])[CH3:47])=[O:44])[CH2:41][CH:42]=2)O1.C(=O)([O-])[O-].[Na+].[Na+].N#N. (2) Given the product [Cl:6][CH2:7][C@@H:8]([OH:14])[CH2:9][C:10]([O:12][CH3:13])=[O:11], predict the reactants needed to synthesize it. The reactants are: P([O-])([O-])([O-])=O.[Cl:6][CH2:7][C:8](=[O:14])[CH2:9][C:10]([O:12][CH3:13])=[O:11].C1C=[N+]([C@@H]2O[C@H](COP(OP(OC[C@H]3O[C@@H](N4C5N=CN=C(N)C=5N=C4)[C@H](OP(O)(O)=O)[C@@H]3O)(O)=O)(O)=O)[C@@H](O)[C@H]2O)C=C(C(N)=O)C=1.O=C[C@@H]([C@H]([C@@H]([C@@H](CO)O)O)O)O.ClCC(O)CC(OCC)=O. (3) Given the product [CH2:1]([N:4]1[CH2:9][CH:8]2[CH:6]([C:7]2([C:12]2[CH:13]=[C:14]([NH:15][S:27]([CH3:26])(=[O:29])=[O:28])[CH:16]=[CH:17][CH:18]=2)[CH2:10][CH3:11])[CH2:5]1)[CH:2]=[CH2:3], predict the reactants needed to synthesize it. The reactants are: [CH2:1]([N:4]1[CH2:9][CH:8]2[CH:6]([C:7]2([C:12]2[CH:13]=[C:14]([CH:16]=[CH:17][CH:18]=2)[NH2:15])[CH2:10][CH3:11])[CH2:5]1)[CH:2]=[CH2:3].C(N(CC)CC)C.[CH3:26][S:27](Cl)(=[O:29])=[O:28]. (4) Given the product [CH2:1]([O:8][C:9]([N:11]1[CH2:16][CH2:15][CH:14]([C@@H:17]([NH2:20])[CH2:18][CH3:19])[CH2:13][CH:12]1[C:28](=[O:30])[NH2:29])=[O:10])[C:2]1[CH:7]=[CH:6][CH:5]=[CH:4][CH:3]=1, predict the reactants needed to synthesize it. The reactants are: [CH2:1]([O:8][C:9]([N:11]1[CH2:16][CH2:15][CH:14]([C@@H:17]([NH:20]C(OC(C)(C)C)=O)[CH2:18][CH3:19])[CH2:13][CH:12]1[C:28](=[O:30])[NH2:29])=[O:10])[C:2]1[CH:7]=[CH:6][CH:5]=[CH:4][CH:3]=1.FC(F)(F)C(O)=O. (5) The reactants are: C([Li])CCC.[C:6]1([C:12]([C:15]2[CH:20]=[CH:19][CH:18]=[CH:17][CH:16]=2)=[CH:13]Br)[CH:11]=[CH:10][CH:9]=[CH:8][CH:7]=1.[B:21]([O-])([O-:27])[O:22]CCCC.Cl. Given the product [C:6]1([C:12]([C:15]2[CH:20]=[CH:19][CH:18]=[CH:17][CH:16]=2)=[CH:13][B:21]([OH:27])[OH:22])[CH:11]=[CH:10][CH:9]=[CH:8][CH:7]=1, predict the reactants needed to synthesize it. (6) Given the product [CH2:28]([NH:30][C:2]1[N:3]([CH:22]2[CH2:23][CH2:24][O:25][CH2:26][CH2:27]2)[C:4]2[C:9]([N:10]=1)=[CH:8][N:7]=[C:6]([C:11]1[CH:12]=[N:13][N:14]3[CH:19]=[CH:18][C:17]([C:20]#[N:21])=[CH:16][C:15]=13)[N:5]=2)[CH3:29], predict the reactants needed to synthesize it. The reactants are: O=[C:2]1[NH:10][C:9]2[C:4](=[N:5][C:6]([C:11]3[CH:12]=[N:13][N:14]4[CH:19]=[CH:18][C:17]([C:20]#[N:21])=[CH:16][C:15]=34)=[N:7][CH:8]=2)[N:3]1[CH:22]1[CH2:27][CH2:26][O:25][CH2:24][CH2:23]1.[CH2:28]([N:30]=C=S)[CH3:29].CCN=C=NCCCN(C)C.Cl.CCN(C(C)C)C(C)C.